From a dataset of Forward reaction prediction with 1.9M reactions from USPTO patents (1976-2016). Predict the product of the given reaction. Given the reactants O1[C:5]2([CH2:10][CH2:9][C:8]([C:11]3[S:19][C:18]4[C:13](=[N:14][CH:15]=[CH:16][C:17]=4[O:20][C:21]4[CH:26]=[CH:25][C:24]([NH:27][C:28]([C:30]5[C:31](=[O:43])[N:32]([C:36]6[CH:41]=[CH:40][C:39]([F:42])=[CH:38][CH:37]=6)[N:33]=[CH:34][CH:35]=5)=[O:29])=[CH:23][C:22]=4[F:44])[CH:12]=3)=[CH:7][CH2:6]2)[O:4]CC1, predict the reaction product. The product is: [F:44][C:22]1[CH:23]=[C:24]([NH:27][C:28]([C:30]2[C:31](=[O:43])[N:32]([C:36]3[CH:37]=[CH:38][C:39]([F:42])=[CH:40][CH:41]=3)[N:33]=[CH:34][CH:35]=2)=[O:29])[CH:25]=[CH:26][C:21]=1[O:20][C:17]1[CH:16]=[CH:15][N:14]=[C:13]2[CH:12]=[C:11]([C:8]3[CH2:9][CH2:10][C:5](=[O:4])[CH2:6][CH:7]=3)[S:19][C:18]=12.